From a dataset of Reaction yield outcomes from USPTO patents with 853,638 reactions. Predict the reaction yield, written as a fraction of the theoretical maximum amount of product (1.0 means a 100% yield; for example, 0.34 means a 34% yield). (1) The catalyst is CO. The yield is 0.900. The product is [Br:1][C:2]1[CH:3]=[C:4]([CH2:8][OH:9])[CH:5]=[N:6][CH:7]=1. The reactants are [Br:1][C:2]1[CH:3]=[C:4]([CH:8]=[O:9])[CH:5]=[N:6][CH:7]=1.[BH4-].[Na+]. (2) The reactants are C[O:2][C:3](=[O:34])[C@@H:4]([CH2:27][CH:28]1[CH2:33][CH2:32][CH2:31][CH2:30][CH2:29]1)[CH2:5][CH2:6][NH:7][C@@H:8]1[C@@H:17]([O:18][CH3:19])[CH2:16][C:15]2[C:10](=[CH:11][C:12]([C:20](=[O:22])[NH2:21])=[CH:13][CH:14]=2)[C:9]1([CH2:25][CH3:26])[CH2:23][CH3:24].[OH-].[Na+]. The catalyst is CO. The product is [C:20]([C:12]1[CH:11]=[C:10]2[C:15]([CH2:16][C@H:17]([O:18][CH3:19])[C@@H:8]([NH:7][CH2:6][CH2:5][C@H:4]([CH2:27][CH:28]3[CH2:29][CH2:30][CH2:31][CH2:32][CH2:33]3)[C:3]([OH:34])=[O:2])[C:9]2([CH2:23][CH3:24])[CH2:25][CH3:26])=[CH:14][CH:13]=1)(=[O:22])[NH2:21]. The yield is 0.982. (3) The reactants are [CH:1]1([C:4](Cl)=[O:5])[CH2:3][CH2:2]1.[CH3:7][O:8][C:9]1[CH:18]=[CH:17][CH:16]=[C:15]2[C:10]=1[CH:11]=[C:12]([C:20]1[CH:21]=[N:22][C:23]([N:26]3[CH2:31][CH2:30][NH:29][CH2:28][CH2:27]3)=[N:24][CH:25]=1)[NH:13][C:14]2=[O:19].C(N(CC)C(C)C)(C)C. The catalyst is C(Cl)Cl. The product is [CH:1]1([C:4]([N:29]2[CH2:28][CH2:27][N:26]([C:23]3[N:24]=[CH:25][C:20]([C:12]4[NH:13][C:14](=[O:19])[C:15]5[C:10]([CH:11]=4)=[C:9]([O:8][CH3:7])[CH:18]=[CH:17][CH:16]=5)=[CH:21][N:22]=3)[CH2:31][CH2:30]2)=[O:5])[CH2:3][CH2:2]1. The yield is 0.260. (4) The reactants are [F:1][C:2]1[CH:3]=[C:4]([N:19]2[CH2:23][C@H:22]([CH2:24][OH:25])[O:21][C:20]2=[O:26])[CH:5]=[C:6]([F:18])[C:7]=1[N:8]1[CH2:13][CH2:12][C:11]([OH:17])([CH2:14][O:15][CH3:16])[CH2:10][CH2:9]1.C(N(CC)CC)C.[CH3:34][S:35](Cl)(=[O:37])=[O:36].O. The catalyst is ClCCl. The product is [F:1][C:2]1[CH:3]=[C:4]([N:19]2[CH2:23][C@H:22]([CH2:24][O:25][S:35]([CH3:34])(=[O:37])=[O:36])[O:21][C:20]2=[O:26])[CH:5]=[C:6]([F:18])[C:7]=1[N:8]1[CH2:13][CH2:12][C:11]([OH:17])([CH2:14][O:15][CH3:16])[CH2:10][CH2:9]1. The yield is 0.930. (5) The reactants are OO.[CH:3]([OH:5])=O.[C:6]1([C:11]2[CH:16]=[CH:15][CH:14]=[CH:13][CH:12]=2)C[CH2:9][CH2:8][CH:7]=1. The product is [C:11]1([CH:6]2[CH2:7][CH2:8][CH2:9][C:3]2=[O:5])[CH:16]=[CH:15][CH:14]=[CH:13][CH:12]=1. No catalyst specified. The yield is 0.840.